This data is from Reaction yield outcomes from USPTO patents with 853,638 reactions. The task is: Predict the reaction yield, written as a fraction of the theoretical maximum amount of product (1.0 means a 100% yield; for example, 0.34 means a 34% yield). (1) The reactants are C[O:2][C:3](=O)[CH:4]([NH:11][C:12](=[O:23])[C@@H:13]([NH:15][C:16]([O:18][C:19]([CH3:22])([CH3:21])[CH3:20])=[O:17])[CH3:14])[C:5]1[CH:10]=[CH:9][CH:8]=[CH:7][N:6]=1.[Li+].[BH4-]. The catalyst is C1COCC1. The product is [C:19]([O:18][C:16](=[O:17])[NH:15][C@H:13]([C:12](=[O:23])[NH:11][CH:4]([C:5]1[CH:10]=[CH:9][CH:8]=[CH:7][N:6]=1)[CH2:3][OH:2])[CH3:14])([CH3:20])([CH3:21])[CH3:22]. The yield is 0.770. (2) The reactants are [F:1][C:2]([F:14])([F:13])[CH2:3][O:4][C:5]1[CH:6]=[C:7]([OH:12])[CH:8]=[C:9]([OH:11])[CH:10]=1.C(=O)([O-])[O-].[K+].[K+].Br[CH2:22][CH2:23][CH2:24][O:25][CH3:26].Cl. The catalyst is CN(C=O)C. The product is [CH3:26][O:25][CH2:24][CH2:23][CH2:22][O:12][C:7]1[CH:8]=[C:9]([OH:11])[CH:10]=[C:5]([O:4][CH2:3][C:2]([F:13])([F:14])[F:1])[CH:6]=1. The yield is 0.240. (3) The reactants are Br[CH2:2][C:3]([C:5]1[CH:10]=[CH:9][CH:8]=[C:7]([C:11]([F:14])([F:13])[F:12])[C:6]=1[F:15])=O.[NH2:16][C:17](=[S:29])[CH2:18][C:19]1[CH:28]=[CH:27][C:22]([C:23]([O:25][CH3:26])=[O:24])=[CH:21][CH:20]=1. The catalyst is CO. The product is [F:15][C:6]1[C:7]([C:11]([F:14])([F:13])[F:12])=[CH:8][CH:9]=[CH:10][C:5]=1[C:3]1[N:16]=[C:17]([CH2:18][C:19]2[CH:28]=[CH:27][C:22]([C:23]([O:25][CH3:26])=[O:24])=[CH:21][CH:20]=2)[S:29][CH:2]=1. The yield is 0.760. (4) The product is [Cl:1][C:2]1[CH:3]=[N:4][N:5]([CH3:16])[C:6]=1[C:7]1[CH:8]=[C:9]([C:13]([NH:17][C@@H:18]([CH2:31][C:32]2[CH:33]=[CH:34][C:35]([F:38])=[CH:36][CH:37]=2)[CH2:19][N:20]2[C:28](=[O:29])[C:27]3[C:22](=[CH:23][CH:24]=[CH:25][CH:26]=3)[C:21]2=[O:30])=[O:15])[S:10][C:11]=1[CH3:12]. The reactants are [Cl:1][C:2]1[CH:3]=[N:4][N:5]([CH3:16])[C:6]=1[C:7]1[CH:8]=[C:9]([C:13]([OH:15])=O)[S:10][C:11]=1[CH3:12].[NH2:17][C@@H:18]([CH2:31][C:32]1[CH:37]=[CH:36][C:35]([F:38])=[CH:34][CH:33]=1)[CH2:19][N:20]1[C:28](=[O:29])[C:27]2[C:22](=[CH:23][CH:24]=[CH:25][CH:26]=2)[C:21]1=[O:30].CC(OC(N[C@H](C(O)=O)CC1C=CC=CC=1C(F)(F)F)=O)(C)C.C1CN([P+](Br)(N2CCCC2)N2CCCC2)CC1.F[P-](F)(F)(F)(F)F.CCN(C(C)C)C(C)C. The catalyst is C(Cl)(Cl)Cl. The yield is 0.710. (5) The reactants are [C:1]([O:5][C:6]([NH:8][C:9]1[CH:16]=[CH:15][C:12]([C:13]#[N:14])=[CH:11][CH:10]=1)=[O:7])([CH3:4])([CH3:3])[CH3:2]. The catalyst is C1COCC1.C(O)(C)C.[Pd]. The product is [C:1]([O:5][C:6]([NH:8][C:9]1[CH:10]=[CH:11][C:12]([CH2:13][NH2:14])=[CH:15][CH:16]=1)=[O:7])([CH3:4])([CH3:2])[CH3:3]. The yield is 0.360. (6) The reactants are [Cl-].O[NH3+:3].[C:4](=[O:7])([O-])[OH:5].[Na+].CS(C)=O.[CH2:13]([C:17]1[N:18]=[C:19]([CH3:47])[N:20]([CH:39]([C:41]2[CH:46]=[CH:45][CH:44]=[CH:43][CH:42]=2)[CH3:40])[C:21](=[O:38])[C:22]=1[CH2:23][C:24]1[CH:29]=[CH:28][C:27]([C:30]2[C:31]([C:36]#[N:37])=[CH:32][CH:33]=[CH:34][CH:35]=2)=[CH:26][CH:25]=1)[CH2:14][CH2:15][CH3:16]. The catalyst is C(OCC)(=O)C. The product is [CH2:13]([C:17]1[N:18]=[C:19]([CH3:47])[N:20]([CH:39]([C:41]2[CH:42]=[CH:43][CH:44]=[CH:45][CH:46]=2)[CH3:40])[C:21](=[O:38])[C:22]=1[CH2:23][C:24]1[CH:29]=[CH:28][C:27]([C:30]2[CH:35]=[CH:34][CH:33]=[CH:32][C:31]=2[C:36]2[NH:3][C:4](=[O:7])[O:5][N:37]=2)=[CH:26][CH:25]=1)[CH2:14][CH2:15][CH3:16]. The yield is 0.260. (7) The reactants are [Cl-].O[NH3+:3].[C:4](=[O:7])([O-])[OH:5].[Na+].CS(C)=O.[CH:13]([O:16][C:17]1[CH:22]=[CH:21][C:20]([N:23]2[C:28](=[O:29])[C:27]([CH2:30][C:31]3[CH:36]=[CH:35][C:34]([C:37]4[C:38]([C:43]#[N:44])=[CH:39][CH:40]=[CH:41][CH:42]=4)=[CH:33][CH:32]=3)=[C:26]([CH2:45][CH2:46][CH3:47])[N:25]=[C:24]2[CH3:48])=[CH:19][C:18]=1[CH3:49])([CH3:15])[CH3:14]. The catalyst is O.C(OCC)(=O)C. The product is [CH:13]([O:16][C:17]1[CH:22]=[CH:21][C:20]([N:23]2[C:28](=[O:29])[C:27]([CH2:30][C:31]3[CH:36]=[CH:35][C:34]([C:37]4[CH:42]=[CH:41][CH:40]=[CH:39][C:38]=4[C:43]4[NH:3][C:4](=[O:7])[O:5][N:44]=4)=[CH:33][CH:32]=3)=[C:26]([CH2:45][CH2:46][CH3:47])[N:25]=[C:24]2[CH3:48])=[CH:19][C:18]=1[CH3:49])([CH3:14])[CH3:15]. The yield is 0.730. (8) The reactants are [NH3:1].[Cl:2][C:3]1[C:4]([CH:19]([S:28]([C:31]2[CH:36]=[CH:35][C:34]([Cl:37])=[CH:33][CH:32]=2)(=[O:30])=[O:29])[C:20]2[CH:25]=[C:24]([F:26])[CH:23]=[CH:22][C:21]=2[F:27])=[CH:5][C:6]([NH:9][S:10]([CH2:13][C:14](OCC)=[O:15])(=[O:12])=[O:11])=[N:7][CH:8]=1. The catalyst is CO. The product is [Cl:2][C:3]1[C:4]([CH:19]([S:28]([C:31]2[CH:36]=[CH:35][C:34]([Cl:37])=[CH:33][CH:32]=2)(=[O:30])=[O:29])[C:20]2[CH:25]=[C:24]([F:26])[CH:23]=[CH:22][C:21]=2[F:27])=[CH:5][C:6]([NH:9][S:10]([CH2:13][C:14]([NH2:1])=[O:15])(=[O:12])=[O:11])=[N:7][CH:8]=1. The yield is 0.890. (9) The reactants are [OH:1][CH2:2][C@@H:3]1[CH2:8][N:7]2[CH2:9][CH2:10][CH2:11][C@H:6]2[C:5](=[O:12])[NH:4]1.C(N(CC)CC)C.[Si:20](Cl)([C:23]([CH3:26])([CH3:25])[CH3:24])([CH3:22])[CH3:21]. The catalyst is CN(C)C=O.CN(C)C1C=CN=CC=1. The product is [CH3:24][C:23]([Si:20]([CH3:22])([CH3:21])[O:1][CH2:2][C@@H:3]1[CH2:8][N:7]2[CH2:9][CH2:10][CH2:11][C@H:6]2[C:5](=[O:12])[NH:4]1)([CH3:26])[CH3:25]. The yield is 0.660.